Dataset: Forward reaction prediction with 1.9M reactions from USPTO patents (1976-2016). Task: Predict the product of the given reaction. (1) Given the reactants CN(C)C=CC1[CH:10]=[CH:9][N:8]=[C:7]([CH3:11])[CH:6]=1.O=[O+][O-].OO.[C:18]([OH:21])(=[O:20])[CH3:19], predict the reaction product. The product is: [CH3:11][C:7]1[CH:6]=[C:19]([CH:10]=[CH:9][N:8]=1)[C:18]([OH:21])=[O:20]. (2) Given the reactants ClC1C=CC=C(C(OO)=[O:9])C=1.[Br:12][C:13]1[CH:14]=[C:15]2[N:21]=[CH:20][NH:19][C:16]2=[N:17][CH:18]=1, predict the reaction product. The product is: [Br:12][C:13]1[CH:14]=[C:15]2[N:21]=[CH:20][NH:19][C:16]2=[N+:17]([O-:9])[CH:18]=1. (3) Given the reactants [F:1][C:2]1[CH:3]=[C:4]([CH2:9][C:10]([NH:12][C@H:13]([C:15]([OH:17])=O)[CH3:14])=[O:11])[CH:5]=[C:6]([F:8])[CH:7]=1.[NH2:18][CH:19]([C:24]1[C:28]2[CH:29]=[CH:30][CH:31]=[CH:32][C:27]=2[S:26][CH:25]=1)[C:20]([O:22][CH3:23])=[O:21].NC(C1C2C=CC=CC=2SC=1)C(O)=O, predict the reaction product. The product is: [F:8][C:6]1[CH:5]=[C:4]([CH2:9][C:10]([NH:12][C@H:13]([C:15]([NH:18][CH:19]([C:24]2[C:28]3[CH:29]=[CH:30][CH:31]=[CH:32][C:27]=3[S:26][CH:25]=2)[C:20]([O:22][CH3:23])=[O:21])=[O:17])[CH3:14])=[O:11])[CH:3]=[C:2]([F:1])[CH:7]=1. (4) Given the reactants CN1C2C(=CC=C(N)C=2)C(C)(C)C1.C(OC(=O)C1C=CC=C(N)C=1)C.C([O:28][C:29](=[O:65])[C:30]1[CH:35]=[CH:34][CH:33]=[C:32]([NH:36][C:37]2[CH:42]=[C:41]([CH2:43][N:44]3[C:48]([CH3:50])([CH3:49])[C:47](=[O:51])[N:46]([C:52]4[CH:60]=[C:59]5[C:55]([C:56]([CH3:63])([CH3:62])[CH2:57][N:58]5[CH3:61])=[CH:54][CH:53]=4)[C:45]3=[O:64])[CH:40]=[CH:39][N:38]=2)[CH:31]=1)C, predict the reaction product. The product is: [CH3:49][C:48]1([CH3:50])[N:44]([CH2:43][C:41]2[CH:40]=[CH:39][N:38]=[C:37]([NH:36][C:32]3[CH:31]=[C:30]([CH:35]=[CH:34][CH:33]=3)[C:29]([OH:65])=[O:28])[CH:42]=2)[C:45](=[O:64])[N:46]([C:52]2[CH:60]=[C:59]3[C:55]([C:56]([CH3:63])([CH3:62])[CH2:57][N:58]3[CH3:61])=[CH:54][CH:53]=2)[C:47]1=[O:51]. (5) Given the reactants [N:1]([C@@H:4]([CH2:25][OH:26])[C@@H:5]([OH:24])[C@H:6]([OH:23])[C@@H:7](OS(C)(=O)=O)[C@@H:8]([OH:17])[C@@H:9]([OH:16])[CH2:10]OS(C)(=O)=O)=[N+]=[N-].C(OCC)(=O)C.CO.C([O-])(=O)C.[Na+], predict the reaction product. The product is: [OH:26][CH2:25][C@@H:4]1[N:1]2[C@H:7]([C@@H:8]([OH:17])[C@@H:9]([OH:16])[CH2:10]2)[C@@H:6]([OH:23])[C@@H:5]1[OH:24].